From a dataset of Peptide-MHC class II binding affinity with 134,281 pairs from IEDB. Regression. Given a peptide amino acid sequence and an MHC pseudo amino acid sequence, predict their binding affinity value. This is MHC class II binding data. (1) The peptide sequence is SSCEVALSYYPTPLA. The MHC is HLA-DPA10103-DPB10201 with pseudo-sequence HLA-DPA10103-DPB10201. The binding affinity (normalized) is 0.527. (2) The MHC is DRB1_1302 with pseudo-sequence DRB1_1302. The peptide sequence is MNSLRAEDTAVYYCA. The binding affinity (normalized) is 0.398. (3) The peptide sequence is DDEVLIEVNPPFGDS. The MHC is HLA-DQA10501-DQB10303 with pseudo-sequence HLA-DQA10501-DQB10303. The binding affinity (normalized) is 0. (4) The peptide sequence is LFKVAATAANAAPAN. The MHC is DRB1_0802 with pseudo-sequence DRB1_0802. The binding affinity (normalized) is 0.563.